This data is from Ames mutagenicity test results for genotoxicity prediction. The task is: Regression/Classification. Given a drug SMILES string, predict its toxicity properties. Task type varies by dataset: regression for continuous values (e.g., LD50, hERG inhibition percentage) or binary classification for toxic/non-toxic outcomes (e.g., AMES mutagenicity, cardiotoxicity, hepatotoxicity). Dataset: ames. (1) The molecule is O=C1OC(=C(Cl)Cl)C(Cl)=C1Cl. The result is 1 (mutagenic). (2) The molecule is OCC(O)CI. The result is 1 (mutagenic). (3) The molecule is C1CCC2OCCOCCOC3CCCCC3OCCOCCOCCOC2C1. The result is 0 (non-mutagenic).